This data is from Full USPTO retrosynthesis dataset with 1.9M reactions from patents (1976-2016). The task is: Predict the reactants needed to synthesize the given product. (1) The reactants are: [N:1]1[C:5]2[CH:6]=[CH:7][CH:8]=[CH:9][C:4]=2[NH:3][CH:2]=1.[F:10][B-:11]([F:14])([F:13])[F:12].[H+]. Given the product [F:10][B-:11]([F:14])([F:13])[F:12].[NH+:1]1[C:5]2[CH:6]=[CH:7][CH:8]=[CH:9][C:4]=2[NH:3][CH:2]=1, predict the reactants needed to synthesize it. (2) The reactants are: [CH2:1]([N:3]1[CH:11]=[C:10]2[C:5]([CH:6]=[CH:7][CH:8]=[CH:9]2)=[N:4]1)[CH3:2].[Br:12]Br.O. Given the product [CH2:1]([N:3]1[C:11]([Br:12])=[C:10]2[C:5]([CH:6]=[CH:7][CH:8]=[CH:9]2)=[N:4]1)[CH3:2], predict the reactants needed to synthesize it. (3) Given the product [CH3:21][N:1]1[C:5]2[CH:6]=[CH:7][CH:8]=[CH:9][C:4]=2[N:3]=[C:2]1[C:10]1[NH:11][C:12]2[CH:18]=[CH:17][CH:16]=[CH:15][C:13]=2[N:14]=1, predict the reactants needed to synthesize it. The reactants are: [NH:1]1[C:5]2[CH:6]=[CH:7][CH:8]=[CH:9][C:4]=2[N:3]=[C:2]1[C:10]1[NH:14][C:13]2[CH:15]=[CH:16][CH:17]=[CH:18][C:12]=2[N:11]=1.[OH-].[Na+].[CH3:21]OS(OC)(=O)=O. (4) Given the product [NH2:19][C@H:11]1[C:12]2[C:17](=[CH:16][CH:15]=[C:14]([Br:18])[CH:13]=2)[N:8]([C:5](=[O:7])[CH3:6])[C@@H:9]([CH3:26])[CH2:10]1, predict the reactants needed to synthesize it. The reactants are: [Cl-].[Cl-].[Cl-].[Al+3].[C:5]([N:8]1[C:17]2[C:12](=[CH:13][C:14]([Br:18])=[CH:15][CH:16]=2)[C@H:11]([NH:19]C(=O)OC(C)C)[CH2:10][C@@H:9]1[CH3:26])(=[O:7])[CH3:6].[OH-].[Na+].C(C(C(C([O-])=O)O)O)([O-])=O.[Na+].[K+]. (5) Given the product [CH3:35][O:34][C:32]([C:31]1[C:3]([OH:2])=[C:5]2[C:6](=[CH:19][N:20]=1)[N:7]([CH2:13][C:14]1[S:15][CH:16]=[CH:17][N:18]=1)[C:8](=[O:12])[C:9]([Br:11])=[CH:10]2)=[O:33], predict the reactants needed to synthesize it. The reactants are: C[O:2][C:3]([C:5]1[CH:10]=[C:9]([Br:11])[C:8](=[O:12])[N:7]([CH2:13][C:14]2[S:15][CH:16]=[CH:17][N:18]=2)[C:6]=1[CH2:19][N:20]([CH2:31][C:32]([O:34][CH3:35])=[O:33])S(C1C=CC(C)=CC=1)(=O)=O)=O.C[O-].[Na+].Cl.